This data is from Full USPTO retrosynthesis dataset with 1.9M reactions from patents (1976-2016). The task is: Predict the reactants needed to synthesize the given product. Given the product [Cl:1][C:2]1[C:3]([O:12][C:13]2[CH:18]=[C:17]([O:19][CH:20]([CH3:21])[CH3:22])[CH:16]=[CH:15][C:14]=2[CH2:23][CH2:24][C:25]([NH:36][S:33]([CH2:28][CH2:29][CH2:30][CH2:31][CH3:32])(=[O:35])=[O:34])=[O:27])=[N:4][CH:5]=[C:6]([C:8]([F:9])([F:11])[F:10])[CH:7]=1, predict the reactants needed to synthesize it. The reactants are: [Cl:1][C:2]1[C:3]([O:12][C:13]2[CH:18]=[C:17]([O:19][CH:20]([CH3:22])[CH3:21])[CH:16]=[CH:15][C:14]=2[CH2:23][CH2:24][C:25]([OH:27])=O)=[N:4][CH:5]=[C:6]([C:8]([F:11])([F:10])[F:9])[CH:7]=1.[CH2:28]([S:33]([NH2:36])(=[O:35])=[O:34])[CH2:29][CH2:30][CH2:31][CH3:32].N12CCCN=C1CCCCC2.